Dataset: Catalyst prediction with 721,799 reactions and 888 catalyst types from USPTO. Task: Predict which catalyst facilitates the given reaction. (1) Reactant: [OH:1][C@:2]1([C:17]2[CH:22]=[CH:21][C:20]([CH2:23][O:24][CH2:25][C@@H:26]([CH3:30])[CH2:27][O:28][CH3:29])=[CH:19][CH:18]=2)[CH2:7][CH2:6][N:5]([C:8]([O:10][C:11]([CH3:14])([CH3:13])[CH3:12])=[O:9])[CH2:4][C@@H:3]1[CH2:15][OH:16].CC(OI1(OC(C)=O)(OC(C)=O)OC(=O)C2C=CC=CC1=2)=O.N1C=CC=CC=1.C(O)(C)(C)C. Product: [CH:15]([C@@H:3]1[C@@:2]([OH:1])([C:17]2[CH:18]=[CH:19][C:20]([CH2:23][O:24][CH2:25][C@@H:26]([CH3:30])[CH2:27][O:28][CH3:29])=[CH:21][CH:22]=2)[CH2:7][CH2:6][N:5]([C:8]([O:10][C:11]([CH3:12])([CH3:14])[CH3:13])=[O:9])[CH2:4]1)=[O:16]. The catalyst class is: 46. (2) Reactant: Cl[C:2]1[CH:7]=[C:6]([CH2:8][NH:9][C:10](=[O:12])[CH3:11])[C:5]([Cl:13])=[CH:4][N:3]=1.[OH:14]S(O)(=O)=O.[NH4+].[OH-]. Product: [Cl:13][C:5]1[C:6]([CH2:8][NH:9][C:10](=[O:12])[CH3:11])=[CH:7][C:2](=[O:14])[NH:3][CH:4]=1. The catalyst class is: 6. (3) Reactant: [CH:1](=O)[C:2]1[CH:7]=[CH:6][CH:5]=[CH:4][CH:3]=1.[C:9]([OH:15])(=[O:14])[CH2:10]C(O)=O.C([O-])(=O)C.[NH4+:20]. Product: [NH2:20][CH:1]([C:2]1[CH:7]=[CH:6][CH:5]=[CH:4][CH:3]=1)[CH2:10][C:9]([OH:15])=[O:14]. The catalyst class is: 32. (4) Reactant: [NH2:1][C:2]1[CH:10]=[CH:9][C:8]([S:11]([C:14]2[CH:19]=[CH:18][C:17]([CH2:20][CH2:21][N:22](C(OC(C)(C)C)=O)[CH2:23][C@@H:24]([C:26]3[CH:31]=[CH:30][CH:29]=[C:28]([Cl:32])[CH:27]=3)[OH:25])=[CH:16][CH:15]=2)(=[O:13])=[O:12])=[CH:7][C:3]=1[C:4]([OH:6])=[O:5].[ClH:40]. Product: [ClH:32].[ClH:40].[NH2:1][C:2]1[CH:10]=[CH:9][C:8]([S:11]([C:14]2[CH:15]=[CH:16][C:17]([CH2:20][CH2:21][NH:22][CH2:23][C@@H:24]([C:26]3[CH:31]=[CH:30][CH:29]=[C:28]([Cl:32])[CH:27]=3)[OH:25])=[CH:18][CH:19]=2)(=[O:13])=[O:12])=[CH:7][C:3]=1[C:4]([OH:6])=[O:5]. The catalyst class is: 698. (5) Reactant: [F:1][CH:2]([F:32])[C:3]1[N:7]([C:8]2[N:13]=[C:12]([N:14]3[CH2:19][CH2:18][O:17][CH2:16][CH2:15]3)[N:11]=[C:10]([N:20]3[CH2:25][CH2:24][NH:23][CH2:22][CH2:21]3)[N:9]=2)[C:6]2[CH:26]=[CH:27][CH:28]=[C:29]([O:30][CH3:31])[C:5]=2[N:4]=1.CCN(C(C)C)C(C)C.[CH3:42][N:43]([CH3:48])[S:44](Cl)(=[O:46])=[O:45].O. Product: [F:32][CH:2]([F:1])[C:3]1[N:7]([C:8]2[N:13]=[C:12]([N:14]3[CH2:15][CH2:16][O:17][CH2:18][CH2:19]3)[N:11]=[C:10]([N:20]3[CH2:25][CH2:24][N:23]([S:44]([N:43]([CH3:48])[CH3:42])(=[O:46])=[O:45])[CH2:22][CH2:21]3)[N:9]=2)[C:6]2[CH:26]=[CH:27][CH:28]=[C:29]([O:30][CH3:31])[C:5]=2[N:4]=1. The catalyst class is: 2. (6) Reactant: [F:1][C:2]1[CH:3]=[C:4]([CH:7]=[CH:8][C:9]=1[OH:10])[CH:5]=[O:6].N1C=CC=CC=1.[CH3:17][N:18]([CH3:22])[C:19](Cl)=[O:20]. Product: [CH3:17][N:18]([CH3:22])[C:19](=[O:20])[O:10][C:9]1[CH:8]=[CH:7][C:4]([CH:5]=[O:6])=[CH:3][C:2]=1[F:1]. The catalyst class is: 34. (7) Reactant: Br[C:2]1[CH:3]=[C:4]([CH:8]2[CH2:17][C:16]([CH3:19])([CH3:18])[C:15]3[C:10](=[CH:11][CH:12]=[C:13]([S:20]([N:23]4[CH2:28][CH2:27][O:26][CH2:25][CH2:24]4)(=[O:22])=[O:21])[CH:14]=3)[NH:9]2)[CH:5]=[CH:6][CH:7]=1.[NH2:29][C:30]1([C:33]([OH:35])=[O:34])[CH2:32][CH2:31]1.C(=O)([O-])[O-].[K+].[K+]. Product: [CH3:18][C:16]1([CH3:19])[C:15]2[C:10](=[CH:11][CH:12]=[C:13]([S:20]([N:23]3[CH2:28][CH2:27][O:26][CH2:25][CH2:24]3)(=[O:22])=[O:21])[CH:14]=2)[NH:9][CH:8]([C:4]2[CH:3]=[C:2]([NH:29][C:30]3([C:33]([OH:35])=[O:34])[CH2:32][CH2:31]3)[CH:7]=[CH:6][CH:5]=2)[CH2:17]1. The catalyst class is: 156.